From a dataset of Peptide-MHC class II binding affinity with 134,281 pairs from IEDB. Regression. Given a peptide amino acid sequence and an MHC pseudo amino acid sequence, predict their binding affinity value. This is MHC class II binding data. (1) The peptide sequence is PANPGLIIGALA. The MHC is DRB1_0404 with pseudo-sequence DRB1_0404. The binding affinity (normalized) is 0.0583. (2) The peptide sequence is NVTENFNMWKNNMVEQMH. The MHC is HLA-DQA10103-DQB10603 with pseudo-sequence HLA-DQA10103-DQB10603. The binding affinity (normalized) is 0.608. (3) The binding affinity (normalized) is 0.355. The MHC is HLA-DQA10201-DQB10303 with pseudo-sequence HLA-DQA10201-DQB10303. The peptide sequence is LHGGHVSCRVKLSAL. (4) The peptide sequence is AFALDGDNLFPKV. The MHC is DRB1_0401 with pseudo-sequence DRB1_0401. The binding affinity (normalized) is 0.506. (5) The peptide sequence is KTAVQMAVFIHNFKR. The MHC is DRB1_0802 with pseudo-sequence DRB1_0802. The binding affinity (normalized) is 0.328. (6) The peptide sequence is ATIRVLALGNQEGSL. The MHC is DRB3_0101 with pseudo-sequence DRB3_0101. The binding affinity (normalized) is 0. (7) The peptide sequence is RTEIDKPSQHHHHHH. The MHC is DRB1_1201 with pseudo-sequence DRB1_1201. The binding affinity (normalized) is 0.